Dataset: HIV replication inhibition screening data with 41,000+ compounds from the AIDS Antiviral Screen. Task: Binary Classification. Given a drug SMILES string, predict its activity (active/inactive) in a high-throughput screening assay against a specified biological target. (1) The drug is CC1=CC(=O)C(=Cn2c(=S)[nH]c3ccc([N+](=O)[O-])cc32)C(=O)O1. The result is 1 (active). (2) The drug is COC(=O)c1ccccc1COC(=O)c1cc(C(=CCCC2CCC3(C)C(CCC4C3CCC3(C)C(C(C)CCCC(C)C)CCC43)C2)c2cc(Cl)c(OCc3ccccc3C(=O)OC)c(C(=O)OCc3ccccc3C(=O)OC)c2)cc(Cl)c1OCc1ccccc1C(=O)OC. The result is 0 (inactive). (3) The compound is C=CCOC1=C2CCC(O)C2(C)CCC1=O. The result is 0 (inactive). (4) The compound is C=CC1(C)OC2(CCN(C(=O)OCC)CC2)OC1C. The result is 0 (inactive).